This data is from Reaction yield outcomes from USPTO patents with 853,638 reactions. The task is: Predict the reaction yield, written as a fraction of the theoretical maximum amount of product (1.0 means a 100% yield; for example, 0.34 means a 34% yield). (1) The reactants are [CH3:1][N:2]([CH3:12])[C:3]1[CH:11]=[CH:10][C:6]([C:7]([NH2:9])=[S:8])=[CH:5][CH:4]=1.Br[C:14]1[C:15](=O)[CH2:16][CH2:17][C:18]=1[OH:19]. The catalyst is N1C=CC=CC=1. The product is [CH3:1][N:2]([CH3:12])[C:3]1[CH:11]=[CH:10][C:6]([C:7]2[S:8][C:14]3[C:18](=[O:19])[CH2:17][CH2:16][C:15]=3[N:9]=2)=[CH:5][CH:4]=1. The yield is 0.370. (2) The reactants are [CH3:1][CH:2]1[CH:6]([C:7]2[N:11]3[C:12]4[CH:18]=[CH:17][N:16](S(C5C=CC(C)=CC=5)(=O)=O)[C:13]=4[N:14]=[CH:15][C:10]3=[N:9][N:8]=2)[CH2:5][CH:4]([NH:29][S:30]([CH:33]2[CH2:35][CH2:34]2)(=[O:32])=[O:31])[CH2:3]1.O1CCOCC1.[OH-].[Na+].CO. The catalyst is O.C(Cl)Cl.CCO. The product is [CH3:1][C@H:2]1[C@@H:6]([C:7]2[N:11]3[C:12]4[CH:18]=[CH:17][NH:16][C:13]=4[N:14]=[CH:15][C:10]3=[N:9][N:8]=2)[CH2:5][C@@H:4]([NH:29][S:30]([CH:33]2[CH2:34][CH2:35]2)(=[O:31])=[O:32])[CH2:3]1. The yield is 0.104. (3) The reactants are [CH2:1]1[C:10]2[C:5](=[CH:6][CH:7]=[CH:8][CH:9]=2)[CH2:4][CH2:3][N:2]1[C:11]1[N:12]=[C:13]([C:22]([N:24]2[CH2:29][CH2:28][N:27]([CH3:30])[CH2:26][CH2:25]2)=[O:23])[CH:14]=[C:15]2[C:19]([CH3:20])=[C:18]([CH3:21])[NH:17][C:16]=12.[ClH:31]. The catalyst is C(OCC)(=O)C. The product is [ClH:31].[CH2:1]1[C:10]2[C:5](=[CH:6][CH:7]=[CH:8][CH:9]=2)[CH2:4][CH2:3][N:2]1[C:11]1[N:12]=[C:13]([C:22]([N:24]2[CH2:25][CH2:26][N:27]([CH3:30])[CH2:28][CH2:29]2)=[O:23])[CH:14]=[C:15]2[C:19]([CH3:20])=[C:18]([CH3:21])[NH:17][C:16]=12. The yield is 0.900. (4) The yield is 0.160. The catalyst is CC(C)=O. The product is [Cl:18][CH2:17][CH2:16][N:5]1[CH2:6][CH2:7][C:2]([F:8])([F:1])[CH2:3][CH2:4]1. The reactants are [F:1][C:2]1([F:8])[CH2:7][CH2:6][NH:5][CH2:4][CH2:3]1.C(=O)([O-])[O-].[K+].[K+].Br[CH2:16][CH2:17][Cl:18]. (5) The reactants are [C:1](=[O:20])([O:18][CH3:19])[O:2][C:3]1[CH:8]=[C:7]([N+:9]([O-])=O)[C:6]([F:12])=[CH:5][C:4]=1[CH:13]1[CH2:17][CH2:16][CH2:15][CH2:14]1.[BH4-].[Na+]. The catalyst is CO.Cl[Ni]Cl. The product is [C:1](=[O:20])([O:18][CH3:19])[O:2][C:3]1[CH:8]=[C:7]([NH2:9])[C:6]([F:12])=[CH:5][C:4]=1[CH:13]1[CH2:17][CH2:16][CH2:15][CH2:14]1. The yield is 0.680. (6) The reactants are [Cl:8][C:7]([Cl:10])([Cl:9])[C:6](O[C:6](=[O:11])[C:7]([Cl:10])([Cl:9])[Cl:8])=[O:11].[NH2:14][C:15]1[N:20]=[C:19]([NH:21][C:22]2[CH:27]=[CH:26][CH:25]=[CH:24][CH:23]=2)[N:18]=[C:17](/[C:28](=[N:30]/O)/[NH2:29])[N:16]=1.N1C=CC=CC=1. The catalyst is C1(C)C=CC=CC=1. The product is [C:22]1([NH:21][C:19]2[N:20]=[C:15]([NH2:14])[N:16]=[C:17]([C:28]3[N:29]=[C:6]([C:7]([Cl:8])([Cl:9])[Cl:10])[O:11][N:30]=3)[N:18]=2)[CH:23]=[CH:24][CH:25]=[CH:26][CH:27]=1. The yield is 0.950.